From a dataset of Full USPTO retrosynthesis dataset with 1.9M reactions from patents (1976-2016). Predict the reactants needed to synthesize the given product. (1) Given the product [Cl:14][CH2:15][C:16]([NH:1][CH:2]([CH2:5][OH:6])[CH2:3][OH:4])=[O:17], predict the reactants needed to synthesize it. The reactants are: [NH2:1][CH:2]([CH2:5][OH:6])[CH2:3][OH:4].C(N(CC)CC)C.[Cl:14][CH2:15][C:16](Cl)=[O:17]. (2) Given the product [Cl:24][C:10]1[C:5]2[N:6]([C:2]([CH3:1])=[N:3][N:4]=2)[C:7]2[CH:13]=[C:12]([CH3:14])[N:11]([S:15]([C:18]3[CH:23]=[CH:22][CH:21]=[CH:20][CH:19]=3)(=[O:17])=[O:16])[C:8]=2[CH:9]=1, predict the reactants needed to synthesize it. The reactants are: [CH3:1][C:2]1[N:6]2[C:7]3[CH:13]=[C:12]([CH3:14])[N:11]([S:15]([C:18]4[CH:23]=[CH:22][CH:21]=[CH:20][CH:19]=4)(=[O:17])=[O:16])[C:8]=3[CH:9]=[CH:10][C:5]2=[N:4][N:3]=1.[Cl:24]N1C(=O)CCC1=O. (3) Given the product [CH2:1]([O:3][C:4]1[C:27]([O:28][CH3:29])=[CH:26][C:7]2[C:8]([C:17]3[CH:18]=[CH:19][C:20]([C:21]([N:33]([CH:30]([CH3:32])[CH3:31])[CH:34]([CH3:47])[CH2:35][CH2:36][O:37][C:38](=[O:46])[CH2:39][C:40]4[CH:45]=[CH:44][CH:43]=[CH:42][CH:41]=4)=[O:23])=[CH:24][CH:25]=3)=[N:9][C@H:10]3[C@@H:15]([C:6]=2[CH:5]=1)[CH2:14][N:13]([CH3:16])[CH2:12][CH2:11]3)[CH3:2], predict the reactants needed to synthesize it. The reactants are: [CH2:1]([O:3][C:4]1[C:27]([O:28][CH3:29])=[CH:26][C:7]2[C:8]([C:17]3[CH:25]=[CH:24][C:20]([C:21]([OH:23])=O)=[CH:19][CH:18]=3)=[N:9][C@H:10]3[C@@H:15]([C:6]=2[CH:5]=1)[CH2:14][N:13]([CH3:16])[CH2:12][CH2:11]3)[CH3:2].[CH:30]([NH:33][CH:34]([CH3:47])[CH2:35][CH2:36][O:37][C:38](=[O:46])[CH2:39][C:40]1[CH:45]=[CH:44][CH:43]=[CH:42][CH:41]=1)([CH3:32])[CH3:31]. (4) The reactants are: [Br:1][C:2]1[CH:7]=[CH:6][C:5]([C:8]2([NH2:11])[CH2:10][CH2:9]2)=[CH:4][CH:3]=1.[C:12](O[C:12]([O:14][C:15]([CH3:18])([CH3:17])[CH3:16])=[O:13])([O:14][C:15]([CH3:18])([CH3:17])[CH3:16])=[O:13]. Given the product [C:15]([O:14][C:12](=[O:13])[NH:11][C:8]1([C:5]2[CH:4]=[CH:3][C:2]([Br:1])=[CH:7][CH:6]=2)[CH2:9][CH2:10]1)([CH3:18])([CH3:17])[CH3:16], predict the reactants needed to synthesize it. (5) The reactants are: [CH3:1][CH2:2][C@@H:3]([CH:28]([CH3:30])[CH3:29])/[CH:4]=[CH:5]/[C@H:6]([C@@H:8]1[C@@:12]2([CH3:27])[CH2:13][CH2:14][C@@H:15]3[C@@:20]4([CH3:26])[CH2:21][CH2:22][C@H:23]([OH:25])[CH2:24][C:19]4=[CH:18][CH2:17][C@H:16]3[C@@H:11]2[CH2:10][CH2:9]1)[CH3:7].C(N(CC)CC)C.[CH3:38][S:39](Cl)(=[O:41])=[O:40]. Given the product [CH3:1][CH2:2][C@@H:3]([CH:28]([CH3:29])[CH3:30])/[CH:4]=[CH:5]/[C@H:6]([C@@H:8]1[C@@:12]2([CH3:27])[CH2:13][CH2:14][C@@H:15]3[C@@:20]4([CH3:26])[CH2:21][CH2:22][C@H:23]([OH:25])[CH2:24][C:19]4=[CH:18][CH2:17][C@H:16]3[C@@H:11]2[CH2:10][CH2:9]1)[CH3:7].[S:39]([O-:41])(=[O:25])(=[O:40])[CH3:38], predict the reactants needed to synthesize it. (6) Given the product [Br:17][C:18]1[S:22][C:21]2=[N:23][C:3]([C:5]3[O:6][C:7]4[CH:13]=[C:12]([O:14][CH3:15])[C:11]([Cl:16])=[CH:10][C:8]=4[CH:9]=3)=[CH:2][N:20]2[N:19]=1, predict the reactants needed to synthesize it. The reactants are: Br[CH2:2][C:3]([C:5]1[O:6][C:7]2[CH:13]=[C:12]([O:14][CH3:15])[C:11]([Cl:16])=[CH:10][C:8]=2[CH:9]=1)=O.[Br:17][C:18]1[S:22][C:21]([NH2:23])=[N:20][N:19]=1.